Dataset: Full USPTO retrosynthesis dataset with 1.9M reactions from patents (1976-2016). Task: Predict the reactants needed to synthesize the given product. (1) Given the product [CH2:1]([C:3]1[CH:8]=[CH:7][CH:6]=[CH:5][C:4]=1[N:9]1[CH2:25][CH:13]2[CH2:14][N:15]([C:18]([O:20][C:21]([CH3:23])([CH3:22])[CH3:24])=[O:19])[CH2:16][CH2:17][N:12]2[C:10]1=[O:11])[CH3:2], predict the reactants needed to synthesize it. The reactants are: [CH2:1]([C:3]1[CH:8]=[CH:7][CH:6]=[CH:5][C:4]=1[NH:9][C:10]([N:12]1[CH2:17][CH2:16][N:15]([C:18]([O:20][C:21]([CH3:24])([CH3:23])[CH3:22])=[O:19])[CH2:14][CH:13]1[CH2:25]O)=[O:11])[CH3:2].C1CCN2C(=NCCC2)CC1.CS(Cl)(=O)=O.O. (2) The reactants are: [C-:1]#[N:2].[Na+].[C:4]1([C:10]2[CH:11]=[C:12]([CH:15]=[CH:16][CH:17]=2)[CH2:13]Br)[CH:9]=[CH:8][CH:7]=[CH:6][CH:5]=1. Given the product [C:10]1([C:4]2[CH:9]=[CH:8][CH:7]=[CH:6][CH:5]=2)[CH:17]=[CH:16][CH:15]=[C:12]([CH2:13][C:1]#[N:2])[CH:11]=1, predict the reactants needed to synthesize it. (3) The reactants are: C[O:2][C:3]([C:5]1[CH:10]=[CH:9][C:8]([C:11]2[CH:16]=[CH:15][C:14]([Br:17])=[CH:13][CH:12]=2)=[CH:7][CH:6]=1)=O.[H-].[Al+3].[Li+].[H-].[H-].[H-]. Given the product [Br:17][C:14]1[CH:13]=[CH:12][C:11]([C:8]2[CH:9]=[CH:10][C:5]([CH2:3][OH:2])=[CH:6][CH:7]=2)=[CH:16][CH:15]=1, predict the reactants needed to synthesize it. (4) Given the product [F:1][C:2]1[CH:9]=[CH:8][C:5]([C:6]#[N:7])=[C:4]([O:10][CH2:14][C:15]([N:17]2[CH2:22][CH2:21][O:20][CH2:19][CH2:18]2)=[O:16])[CH:3]=1, predict the reactants needed to synthesize it. The reactants are: [F:1][C:2]1[CH:9]=[CH:8][C:5]([C:6]#[N:7])=[C:4]([OH:10])[CH:3]=1.[H-].[Na+].Cl[CH2:14][C:15]([N:17]1[CH2:22][CH2:21][O:20][CH2:19][CH2:18]1)=[O:16]. (5) Given the product [ClH:12].[CH3:14][O:10][C:9](=[O:11])[CH2:8][C:4]1[CH:5]=[CH:6][CH:7]=[C:2]([NH2:1])[CH:3]=1, predict the reactants needed to synthesize it. The reactants are: [NH2:1][C:2]1[CH:3]=[C:4]([CH2:8][C:9]([OH:11])=[O:10])[CH:5]=[CH:6][CH:7]=1.[Cl:12][Si](C)(C)[CH3:14].